Predict which catalyst facilitates the given reaction. From a dataset of Catalyst prediction with 721,799 reactions and 888 catalyst types from USPTO. (1) Reactant: [CH2:1]([N:8]1[C:16]2[C:11](=[C:12]([O:17][CH2:18][C:19](O)=[O:20])[CH:13]=[CH:14][CH:15]=2)[CH:10]=[C:9]1[CH3:22])[C:2]1[CH:7]=[CH:6][CH:5]=[CH:4][CH:3]=1.[CH3:23][O:24][C:25](=[O:33])[CH2:26][CH2:27][CH2:28][S:29](=[O:32])(=[O:31])[NH2:30].CCN=C=NCCCN(C)C.Cl. Product: [CH3:23][O:24][C:25](=[O:33])[CH2:26][CH2:27][CH2:28][S:29](=[O:31])(=[O:32])[NH:30][C:19](=[O:20])[CH2:18][O:17][C:12]1[CH:13]=[CH:14][CH:15]=[C:16]2[C:11]=1[CH:10]=[C:9]([CH3:22])[N:8]2[CH2:1][C:2]1[CH:7]=[CH:6][CH:5]=[CH:4][CH:3]=1. The catalyst class is: 154. (2) Reactant: [H-].[Na+].[CH3:3][C:4]1([CH3:16])[C:13](=[O:14])[C:12]2[C:7](=[CH:8][CH:9]=[CH:10][CH:11]=2)[NH:6][C:5]1=[O:15].[CH3:17]I.[NH4+].[Cl-]. Product: [CH3:17][N:6]1[C:7]2[C:12](=[CH:11][CH:10]=[CH:9][CH:8]=2)[C:13](=[O:14])[C:4]([CH3:16])([CH3:3])[C:5]1=[O:15]. The catalyst class is: 1. (3) Reactant: Cl[C:2]1[CH:3]=[CH:4][C:5]2[S:12](=[O:14])(=[O:13])[N:11]3[CH2:15][C@H:8]([CH2:9][CH2:10]3)[NH:7][C:6]=2[N:16]=1.[F:17][C:18]([F:29])([F:28])[C:19]1[CH:20]=[C:21](B(O)O)[CH:22]=[CH:23][CH:24]=1.C(=O)([O-])[O-].[Cs+].[Cs+].O1CCOCC1. Product: [F:17][C:18]([F:29])([F:28])[C:19]1[CH:24]=[C:23]([C:2]2[CH:3]=[CH:4][C:5]3[S:12](=[O:14])(=[O:13])[N:11]4[CH2:15][C@H:8]([CH2:9][CH2:10]4)[NH:7][C:6]=3[N:16]=2)[CH:22]=[CH:21][CH:20]=1. The catalyst class is: 263. (4) Reactant: Br[C:2]1[CH:10]=[C:9]2[C:5]([CH:6]=[N:7][NH:8]2)=[C:4]([NH:11][C:12]([C:14]2[N:15]=[C:16]([CH3:19])[S:17][CH:18]=2)=[O:13])[CH:3]=1.C(=O)([O-])[O-].[Na+].[Na+].O1CCOCC1.[CH3:32][O:33][C:34]1[CH:35]=[N:36][CH:37]=[C:38](B2OC(C)(C)C(C)(C)O2)[CH:39]=1. The catalyst class is: 263. Product: [CH3:19][C:16]1[S:17][CH:18]=[C:14]([C:12]([NH:11][C:4]2[CH:3]=[C:2]([C:38]3[CH:37]=[N:36][CH:35]=[C:34]([O:33][CH3:32])[CH:39]=3)[CH:10]=[C:9]3[C:5]=2[CH:6]=[N:7][NH:8]3)=[O:13])[N:15]=1. (5) Product: [C:47]([Si:34]([C:35]1[CH:40]=[CH:39][CH:38]=[CH:37][CH:36]=1)([C:41]1[CH:42]=[CH:43][CH:44]=[CH:45][CH:46]=1)[O:33][C@H:31]1[CH2:32][N:28]([C:26]([O:25][CH2:18][C:19]2[CH:20]=[CH:21][CH:22]=[CH:23][CH:24]=2)=[O:27])[C@@H:29]([C:51](=[O:53])[N:16]([O:15][CH3:14])[CH3:17])[CH2:30]1)([CH3:48])([CH3:49])[CH3:50]. Reactant: Cl.CN(C)CCCN=C=NCC.Cl.[CH3:14][O:15][NH:16][CH3:17].[CH2:18]([O:25][C:26]([N:28]1[CH2:32][C@H:31]([O:33][Si:34]([C:47]([CH3:50])([CH3:49])[CH3:48])([C:41]2[CH:46]=[CH:45][CH:44]=[CH:43][CH:42]=2)[C:35]2[CH:40]=[CH:39][CH:38]=[CH:37][CH:36]=2)[CH2:30][C@@H:29]1[C:51]([OH:53])=O)=[O:27])[C:19]1[CH:24]=[CH:23][CH:22]=[CH:21][CH:20]=1. The catalyst class is: 17.